From a dataset of Full USPTO retrosynthesis dataset with 1.9M reactions from patents (1976-2016). Predict the reactants needed to synthesize the given product. (1) Given the product [Cl:29][C:10]1[C:11]2[N:15]=[C:14]3[N:16]([C:20]4[C:21]([CH3:28])=[N:22][C:23]([O:26][CH3:27])=[CH:24][CH:25]=4)[CH2:17][CH2:18][CH2:19][N:13]3[C:12]=2[C:7]([C:5]([CH:2]2[CH2:3][CH2:4]2)([CH:32]2[CH2:33][CH2:34]2)[OH:6])=[CH:8][CH:9]=1, predict the reactants needed to synthesize it. The reactants are: C[C:2]1([C:5]([C:7]2[C:12]3[N:13]4[CH2:19][CH2:18][CH2:17][N:16]([C:20]5[C:21]([CH3:28])=[N:22][C:23]([O:26][CH3:27])=[CH:24][CH:25]=5)[C:14]4=[N:15][C:11]=3[C:10]([Cl:29])=[CH:9][CH:8]=2)=[O:6])[CH2:4][CH2:3]1.O1[CH2:34][CH2:33][CH2:32]C1. (2) Given the product [CH3:1][CH2:2][C@H:3]([C@H:11]([CH2:13][N:14]([CH3:16])[CH3:15])[CH3:12])[C:4]1[CH:5]=[CH:6][CH:7]=[C:8]([OH:10])[CH:9]=1.[C:17]([O-:26])(=[O:25])[C:18]1[C:19](=[CH:21][CH:22]=[CH:23][CH:24]=1)[OH:20], predict the reactants needed to synthesize it. The reactants are: [CH3:1][CH2:2][C@H:3]([C@H:11]([CH2:13][N:14]([CH3:16])[CH3:15])[CH3:12])[C:4]1[CH:5]=[CH:6][CH:7]=[C:8]([OH:10])[CH:9]=1.[C:17]([OH:26])(=[O:25])[C:18]1[C:19](=[CH:21][CH:22]=[CH:23][CH:24]=1)[OH:20]. (3) Given the product [CH3:1][O:2][C:3]1[C:4]([CH3:34])=[C:5]([C:25]([O:32][CH3:33])=[C:26]([O:30][CH3:31])[C:27]=1[O:28][CH3:29])[CH2:6][C:7]1[CH:8]=[CH:9][C:10]([C:43]2[CH:48]=[CH:47][CH:46]=[CH:45][CH:44]=2)=[C:11]([CH:16]=1)[C:35]([O:36][CH3:52])=[O:38], predict the reactants needed to synthesize it. The reactants are: [CH3:1][O:2][C:3]1[C:4]([CH3:34])=[C:5]([C:25]([O:32][CH3:33])=[C:26]([O:30][CH3:31])[C:27]=1[O:28][CH3:29])[CH2:6][C:7]1[CH:8]=[C:9](OS(C(F)(F)F)(=O)=O)[CH:10]=[C:11]([CH:16]=1)C(OC)=O.[C:35](=[O:38])([O-])[O-:36].[Na+].[Na+].[Cl-].[Li+].[C:43]1(B(O)O)[CH:48]=[CH:47][CH:46]=[CH:45][CH:44]=1.[C:52]1(C)C=CC=CC=1. (4) The reactants are: [NH2:1][C:2]1[CH:3]=[C:4]([CH:16]=[CH:17][C:18]=1[NH:19][CH2:20][CH2:21][CH2:22][N:23]([CH3:32])[CH2:24][CH2:25][C:26]1[CH:31]=[CH:30][CH:29]=[CH:28][N:27]=1)[C:5]([N:7]([CH2:12][CH:13]([CH3:15])[CH3:14])[CH2:8][CH:9]([CH3:11])[CH3:10])=[O:6].[C:33](N1C=CN=C1)(N1C=CN=C1)=[S:34]. Given the product [CH2:12]([N:7]([CH2:8][CH:9]([CH3:11])[CH3:10])[C:5]([C:4]1[CH:16]=[CH:17][C:18]2[N:19]([CH2:20][CH2:21][CH2:22][N:23]([CH3:32])[CH2:24][CH2:25][C:26]3[CH:31]=[CH:30][CH:29]=[CH:28][N:27]=3)[C:33](=[S:34])[NH:1][C:2]=2[CH:3]=1)=[O:6])[CH:13]([CH3:14])[CH3:15], predict the reactants needed to synthesize it.